This data is from Catalyst prediction with 721,799 reactions and 888 catalyst types from USPTO. The task is: Predict which catalyst facilitates the given reaction. (1) Reactant: C1(P(N=[N+]=[N-])(C2C=CC=CC=2)=[O:8])C=CC=CC=1.[CH2:18]([O:25][C:26]1[C:35]2[C:30](=[CH:31][CH:32]=[C:33]([O:36][CH3:37])[N:34]=2)[N:29]=[CH:28][C:27]=1C(O)=O)[C:19]1[CH:24]=[CH:23][CH:22]=[CH:21][CH:20]=1.[C:41]([OH:45])([CH3:44])([CH3:43])[CH3:42].C([N:48]([CH2:51]C)CC)C. Product: [C:41]([O:45][C:51](=[O:8])[NH:48][C:27]1[CH:28]=[N:29][C:30]2[C:35]([C:26]=1[O:25][CH2:18][C:19]1[CH:20]=[CH:21][CH:22]=[CH:23][CH:24]=1)=[N:34][C:33]([O:36][CH3:37])=[CH:32][CH:31]=2)([CH3:44])([CH3:43])[CH3:42]. The catalyst class is: 9. (2) Reactant: [I:1][C:2]1[CH:3]=[C:4]2[C:8](=[CH:9][CH:10]=1)[NH:7][C:6](=[O:11])[C:5]2=[N:12][NH:13][C:14]([C:16]1[CH:21]=[CH:20][C:19]([NH:22][C:23]([C:25]2[CH:34]=[CH:33][C:28]([C:29]([O:31]C)=[O:30])=[CH:27][CH:26]=2)=[O:24])=[CH:18][CH:17]=1)=[O:15].[OH-].[Na+]. Product: [I:1][C:2]1[CH:3]=[C:4]2[C:8](=[CH:9][CH:10]=1)[NH:7][C:6](=[O:11])[C:5]2=[N:12][NH:13][C:14]([C:16]1[CH:17]=[CH:18][C:19]([NH:22][C:23]([C:25]2[CH:34]=[CH:33][C:28]([C:29]([OH:31])=[O:30])=[CH:27][CH:26]=2)=[O:24])=[CH:20][CH:21]=1)=[O:15]. The catalyst class is: 20. (3) Reactant: S(OC)(OC)(=O)=O.[Cl:8][C:9]1[C:10]([C:16]2[CH:21]=[CH:20][CH:19]=[CH:18][CH:17]=2)=[N+:11]([O-])[CH:12]=[CH:13][CH:14]=1.[C-:22]#[N:23].[K+]. The catalyst class is: 3. Product: [Cl:8][C:9]1[CH:14]=[CH:13][C:12]([C:22]#[N:23])=[N:11][C:10]=1[C:16]1[CH:21]=[CH:20][CH:19]=[CH:18][CH:17]=1. (4) Reactant: [N:1]1[CH:6]=[CH:5][CH:4]=[C:3]([N:7]2[CH:16]=[C:10]3[C:11](=[O:15])[NH:12][CH2:13][CH2:14][C:9]3=[N:8]2)[CH:2]=1.C[Si]([N-][Si](C)(C)C)(C)C.[Li+].Br[CH2:28][C:29]1[CH:34]=[CH:33][C:32]([F:35])=[CH:31][CH:30]=1. Product: [F:35][C:32]1[CH:33]=[CH:34][C:29]([CH2:28][N:12]2[CH2:13][CH2:14][C:9]3=[N:8][N:7]([C:3]4[CH:2]=[N:1][CH:6]=[CH:5][CH:4]=4)[CH:16]=[C:10]3[C:11]2=[O:15])=[CH:30][CH:31]=1. The catalyst class is: 9.